Dataset: NCI-60 drug combinations with 297,098 pairs across 59 cell lines. Task: Regression. Given two drug SMILES strings and cell line genomic features, predict the synergy score measuring deviation from expected non-interaction effect. (1) Drug 1: CC1CCC2CC(C(=CC=CC=CC(CC(C(=O)C(C(C(=CC(C(=O)CC(OC(=O)C3CCCCN3C(=O)C(=O)C1(O2)O)C(C)CC4CCC(C(C4)OC)OCCO)C)C)O)OC)C)C)C)OC. Drug 2: C1CC(=O)NC(=O)C1N2C(=O)C3=CC=CC=C3C2=O. Cell line: K-562. Synergy scores: CSS=2.86, Synergy_ZIP=-1.67, Synergy_Bliss=2.93, Synergy_Loewe=-14.1, Synergy_HSA=-1.67. (2) Drug 1: CC1=C2C(C(=O)C3(C(CC4C(C3C(C(C2(C)C)(CC1OC(=O)C(C(C5=CC=CC=C5)NC(=O)OC(C)(C)C)O)O)OC(=O)C6=CC=CC=C6)(CO4)OC(=O)C)O)C)O. Drug 2: CS(=O)(=O)CCNCC1=CC=C(O1)C2=CC3=C(C=C2)N=CN=C3NC4=CC(=C(C=C4)OCC5=CC(=CC=C5)F)Cl. Cell line: IGROV1. Synergy scores: CSS=20.1, Synergy_ZIP=9.02, Synergy_Bliss=13.0, Synergy_Loewe=10.6, Synergy_HSA=10.6. (3) Drug 1: CN(C)N=NC1=C(NC=N1)C(=O)N. Drug 2: CC1C(C(CC(O1)OC2CC(CC3=C2C(=C4C(=C3O)C(=O)C5=C(C4=O)C(=CC=C5)OC)O)(C(=O)CO)O)N)O.Cl. Cell line: A549. Synergy scores: CSS=37.5, Synergy_ZIP=-0.609, Synergy_Bliss=-2.80, Synergy_Loewe=-16.2, Synergy_HSA=-2.08. (4) Drug 1: CCC(=C(C1=CC=CC=C1)C2=CC=C(C=C2)OCCN(C)C)C3=CC=CC=C3.C(C(=O)O)C(CC(=O)O)(C(=O)O)O. Drug 2: C1CN(CCN1C(=O)CCBr)C(=O)CCBr. Cell line: SK-MEL-5. Synergy scores: CSS=14.9, Synergy_ZIP=-6.85, Synergy_Bliss=-4.67, Synergy_Loewe=-4.67, Synergy_HSA=-3.36. (5) Drug 1: CCC1=CC2CC(C3=C(CN(C2)C1)C4=CC=CC=C4N3)(C5=C(C=C6C(=C5)C78CCN9C7C(C=CC9)(C(C(C8N6C)(C(=O)OC)O)OC(=O)C)CC)OC)C(=O)OC.C(C(C(=O)O)O)(C(=O)O)O. Drug 2: CC1=CC2C(CCC3(C2CCC3(C(=O)C)OC(=O)C)C)C4(C1=CC(=O)CC4)C. Cell line: KM12. Synergy scores: CSS=49.2, Synergy_ZIP=-0.133, Synergy_Bliss=-8.85, Synergy_Loewe=-60.3, Synergy_HSA=-7.90. (6) Cell line: MALME-3M. Synergy scores: CSS=2.98, Synergy_ZIP=0.416, Synergy_Bliss=-0.147, Synergy_Loewe=0.274, Synergy_HSA=-1.38. Drug 1: C1C(C(OC1N2C=NC3=C2NC=NCC3O)CO)O. Drug 2: COCCOC1=C(C=C2C(=C1)C(=NC=N2)NC3=CC=CC(=C3)C#C)OCCOC.Cl.